This data is from Forward reaction prediction with 1.9M reactions from USPTO patents (1976-2016). The task is: Predict the product of the given reaction. The product is: [Br:1][C:2]1[CH:10]=[C:6]([C:7]([N:14]=[S:12]([C:15]2[CH:16]=[C:17]([CH2:21][C:22]([O:24][CH3:25])=[O:23])[CH:18]=[CH:19][CH:20]=2)([CH3:11])=[O:13])=[O:9])[CH:5]=[N:4][CH:3]=1. Given the reactants [Br:1][C:2]1[CH:3]=[N:4][CH:5]=[C:6]([CH:10]=1)[C:7]([OH:9])=O.[CH3:11][S:12]([C:15]1[CH:16]=[C:17]([CH2:21][C:22]([O:24][CH3:25])=[O:23])[CH:18]=[CH:19][CH:20]=1)(=[NH:14])=[O:13].Cl.CN(C)CCCN=C=NCC.CCOC(C)=O, predict the reaction product.